From a dataset of Forward reaction prediction with 1.9M reactions from USPTO patents (1976-2016). Predict the product of the given reaction. (1) Given the reactants [CH3:1][O:2][C:3]([C:5]1([C:8]2[CH:13]=[CH:12][C:11]([OH:14])=[C:10]([C:15](=[N:17][OH:18])[CH3:16])[CH:9]=2)[CH2:7][CH2:6]1)=[O:4].[CH3:19][C:20](OC(C)=O)=[O:21], predict the reaction product. The product is: [C:20]([O:18]/[N:17]=[C:15](/[C:10]1[CH:9]=[C:8]([C:5]2([C:3]([O:2][CH3:1])=[O:4])[CH2:7][CH2:6]2)[CH:13]=[CH:12][C:11]=1[OH:14])\[CH3:16])(=[O:21])[CH3:19]. (2) Given the reactants Br[CH2:2][C:3]1[CH:8]=[CH:7][CH:6]=[C:5]([F:9])[CH:4]=1.[N-:10]=[N+:11]=[N-:12].[Na+], predict the reaction product. The product is: [N:10]([CH2:2][C:3]1[CH:8]=[CH:7][CH:6]=[C:5]([F:9])[CH:4]=1)=[N+:11]=[N-:12].